From a dataset of Forward reaction prediction with 1.9M reactions from USPTO patents (1976-2016). Predict the product of the given reaction. The product is: [C:1]([O:5][C:6]([N:8]1[CH2:9][C:10]([CH2:15][CH:14]=[CH2:13])([OH:12])[CH2:11]1)=[O:7])([CH3:4])([CH3:2])[CH3:3]. Given the reactants [C:1]([O:5][C:6]([N:8]1[CH2:11][C:10](=[O:12])[CH2:9]1)=[O:7])([CH3:4])([CH3:3])[CH3:2].[CH2:13]([Mg]Br)[CH:14]=[CH2:15], predict the reaction product.